From a dataset of Full USPTO retrosynthesis dataset with 1.9M reactions from patents (1976-2016). Predict the reactants needed to synthesize the given product. (1) Given the product [CH:22]([OH:28])=[O:23].[C:1]([N:4]1[C:13]2[C:8](=[CH:9][C:10]([C:14]3[CH:15]=[N:16][N:17]([CH2:19][CH2:20][N:21]([CH3:29])[C:22](=[O:28])[O:23][C:24]([CH3:25])([CH3:26])[CH3:27])[CH:18]=3)=[CH:11][CH:12]=2)[C@H:7]([NH:30][C:33]2[CH:38]=[CH:37][CH:36]=[CH:35][N:34]=2)[CH2:6][C@@H:5]1[CH3:31])(=[O:3])[CH3:2], predict the reactants needed to synthesize it. The reactants are: [C:1]([N:4]1[C:13]2[C:8](=[CH:9][C:10]([C:14]3[CH:15]=[N:16][N:17]([CH2:19][CH2:20][N:21]([CH3:29])[C:22](=[O:28])[O:23][C:24]([CH3:27])([CH3:26])[CH3:25])[CH:18]=3)=[CH:11][CH:12]=2)[C@H:7]([NH2:30])[CH2:6][C@@H:5]1[CH3:31])(=[O:3])[CH3:2].Br[C:33]1[CH:38]=[CH:37][CH:36]=[CH:35][N:34]=1.C1(P(C2CCCCC2)C2C=CC=CC=2C2C(N(C)C)=CC=CC=2)CCCCC1.CC(C)([O-])C.[Na+]. (2) Given the product [OH:16][NH-:5].[C:9]([OH:15])([C:11]([F:14])([F:13])[F:12])=[O:10], predict the reactants needed to synthesize it. The reactants are: C([NH2:5])(C)(C)C.C(O)C.[C:9]([OH:15])([C:11]([F:14])([F:13])[F:12])=[O:10].[OH2:16].